Dataset: Reaction yield outcomes from USPTO patents with 853,638 reactions. Task: Predict the reaction yield, written as a fraction of the theoretical maximum amount of product (1.0 means a 100% yield; for example, 0.34 means a 34% yield). (1) The reactants are C([Mg]Cl)(C)C.[Cl:6][C:7]1[C:12]([O:13][Si](C)(C)C)=[C:11]([C:18]([O:20][Si](C)(C)C)=[CH2:19])[CH:10]=[CH:9][C:8]=1[O:25][CH2:26][C:27]1[CH:32]=[CH:31][CH:30]=[C:29](I)[CH:28]=1.[H-].[Na+].[O:36]=[C:37]1[O:41][N:40]=[C:39]([C:42]2[CH:43]=[C:44]([CH:47]=[CH:48][CH:49]=2)[CH:45]=[O:46])[NH:38]1. The catalyst is O1CCCC1. The product is [C:18]([C:11]1[CH:10]=[CH:9][C:8]([O:25][CH2:26][C:27]2[CH:28]=[C:29]([CH:45]([OH:46])[C:44]3[CH:43]=[C:42]([C:39]4[NH:38][C:37](=[O:36])[O:41][N:40]=4)[CH:49]=[CH:48][CH:47]=3)[CH:30]=[CH:31][CH:32]=2)=[C:7]([Cl:6])[C:12]=1[OH:13])(=[O:20])[CH3:19]. The yield is 0.140. (2) The yield is 0.840. The catalyst is CN(C=O)C.C(OCC)(=O)C.[H-]. The reactants are [CH2:1]([O:8][C:9]1[CH:14]=[C:13]([O:15]CC2C=CC=CC=2)[CH:12]=[C:11]([O:23][CH2:24][C:25]2[CH:30]=[CH:29][CH:28]=[CH:27][CH:26]=2)[CH:10]=1)[C:2]1[CH:7]=[CH:6][CH:5]=[CH:4][CH:3]=1.C(S)CCC.[H][H].CCCCCC.CCOC(C)=O. The product is [CH2:24]([O:23][C:11]1[CH:12]=[C:13]([OH:15])[CH:14]=[C:9]([O:8][CH2:1][C:2]2[CH:7]=[CH:6][CH:5]=[CH:4][CH:3]=2)[CH:10]=1)[C:25]1[CH:26]=[CH:27][CH:28]=[CH:29][CH:30]=1. (3) The reactants are C(C1C=CC(C(C)(CCCCC(=O)CCCCC(C2C=CC(CC(C)C)=CC=2)(C)C(O)=O)C(O)=O)=CC=1)C(C)C.C([O:43][C:44](=[O:74])[C:45]([CH3:73])([C:67]1[CH:72]=[CH:71][CH:70]=[CH:69][CH:68]=1)[CH2:46][CH2:47][CH2:48][C:49](=[O:66])[CH2:50][CH2:51][CH2:52][C:53]([CH3:65])([C:59]1[CH:64]=[CH:63][CH:62]=[CH:61][CH:60]=1)[C:54]([O:56]CC)=[O:55])C.[OH-].[K+]. The catalyst is O.C(O)C. The product is [CH3:65][C:53]([C:59]1[CH:60]=[CH:61][CH:62]=[CH:63][CH:64]=1)([CH2:52][CH2:51][CH2:50][C:49](=[O:66])[CH2:48][CH2:47][CH2:46][C:45]([CH3:73])([C:67]1[CH:68]=[CH:69][CH:70]=[CH:71][CH:72]=1)[C:44]([OH:74])=[O:43])[C:54]([OH:56])=[O:55]. The yield is 0.310. (4) The reactants are [C:1]1([CH2:7][CH2:8][CH2:9][CH2:10][CH2:11][CH2:12][CH2:13][CH2:14][CH2:15][CH2:16][CH2:17][CH2:18][CH2:19][CH2:20][CH2:21][CH2:22][CH2:23][CH3:24])[CH:6]=[CH:5][CH:4]=[CH:3][CH:2]=1.[Cl:25][S:26](O)(=[O:28])=[O:27]. The catalyst is C(Cl)(Cl)Cl. The product is [CH2:7]([C:1]1[CH:6]=[CH:5][C:4]([S:26]([Cl:25])(=[O:28])=[O:27])=[CH:3][CH:2]=1)[CH2:8][CH2:9][CH2:10][CH2:11][CH2:12][CH2:13][CH2:14][CH2:15][CH2:16][CH2:17][CH2:18][CH2:19][CH2:20][CH2:21][CH2:22][CH2:23][CH3:24]. The yield is 0.560. (5) The reactants are [Br:1][C:2]1[C:3]([OH:13])=[C:4]([C:10](=[O:12])[CH3:11])[CH:5]=[C:6]([Cl:9])[C:7]=1F.[C-:14]#[N:15].[K+].I[CH3:18].C(=O)([O-])[O-].[K+].[K+]. The catalyst is CN(C)C=O.C(OCC)(=O)C. The product is [C:10]([C:4]1[CH:5]=[C:6]([Cl:9])[C:7]([C:14]#[N:15])=[C:2]([Br:1])[C:3]=1[O:13][CH3:18])(=[O:12])[CH3:11]. The yield is 0.750. (6) The reactants are [Mg].II.Br[CH2:5][CH2:6]Br.Br[C:9]1[CH:14]=[CH:13][C:12]([CH3:15])=[CH:11][CH:10]=1.[P:16]([O-:23])(OCC)OCC.Cl. The catalyst is O1CCCC1.C1(C)C=CC=CC=1.O. The product is [C:5]1([CH3:6])[CH:13]=[CH:14][C:9]([PH:16](=[O:23])[C:9]2[CH:14]=[CH:13][C:12]([CH3:15])=[CH:11][CH:10]=2)=[CH:10][CH:11]=1. The yield is 0.548.